This data is from Reaction yield outcomes from USPTO patents with 853,638 reactions. The task is: Predict the reaction yield, written as a fraction of the theoretical maximum amount of product (1.0 means a 100% yield; for example, 0.34 means a 34% yield). (1) The reactants are [C:1]([O:5][C:6]([NH:8][CH:9]([CH2:13][C:14]1[CH:19]=[CH:18][CH:17]=[C:16]([OH:20])[CH:15]=1)[C:10](O)=[O:11])=[O:7])([CH3:4])([CH3:3])[CH3:2].F[P-](F)(F)(F)(F)F.[CH3:28][N+:29](C)=[C:30](N(C)C)ON1C2N=CC=CC=2N=N1.C(N(CC)C(C)C)(C)C.CNC.C1COCC1. The catalyst is CN(C)C=O.C(OCC)(=O)C. The product is [CH3:28][N:29]([CH3:30])[C:10](=[O:11])[CH:9]([NH:8][C:6](=[O:7])[O:5][C:1]([CH3:4])([CH3:3])[CH3:2])[CH2:13][C:14]1[CH:19]=[CH:18][CH:17]=[C:16]([OH:20])[CH:15]=1. The yield is 0.780. (2) The reactants are C[O:2][C:3]1[CH:8]=[CH:7][C:6]([C:9]2([C:12]([O:14][CH3:15])=[O:13])[CH2:11][CH2:10]2)=[CH:5][CH:4]=1.CCS.[Al+3].[Cl-].[Cl-].[Cl-]. The catalyst is ClCCl. The product is [CH3:15][O:14][C:12]([C:9]1([C:6]2[CH:5]=[CH:4][C:3]([OH:2])=[CH:8][CH:7]=2)[CH2:10][CH2:11]1)=[O:13]. The yield is 0.950.